Dataset: Reaction yield outcomes from USPTO patents with 853,638 reactions. Task: Predict the reaction yield, written as a fraction of the theoretical maximum amount of product (1.0 means a 100% yield; for example, 0.34 means a 34% yield). (1) The reactants are F[C:2]1[CH:11]=[C:10]2[C:5]([C:6](=[O:28])[NH:7][C:8]([C:12]3[C:17]([NH:18][CH:19]4[CH2:24][CH2:23][N:22]([CH:25]([CH3:27])[CH3:26])[CH2:21][CH2:20]4)=[CH:16][CH:15]=[CH:14][N:13]=3)=[N:9]2)=[C:4]([O:29][CH3:30])[CH:3]=1.[CH3:31][O:32][C:33]1[CH:40]=[CH:39][C:36]([CH2:37][NH2:38])=[CH:35][CH:34]=1. The catalyst is CS(C)=O.O. The product is [CH:25]([N:22]1[CH2:21][CH2:20][CH:19]([NH:18][C:17]2[C:12]([C:8]3[NH:7][C:6](=[O:28])[C:5]4[C:10](=[CH:11][C:2]([NH:38][CH2:37][C:36]5[CH:39]=[CH:40][C:33]([O:32][CH3:31])=[CH:34][CH:35]=5)=[CH:3][C:4]=4[O:29][CH3:30])[N:9]=3)=[N:13][CH:14]=[CH:15][CH:16]=2)[CH2:24][CH2:23]1)([CH3:26])[CH3:27]. The yield is 0.430. (2) The reactants are [OH:1][CH2:2][C:3]1[S:7][CH:6]=[C:5]([C:8]([OH:10])=[O:9])[CH:4]=1.OS(O)(=O)=O.[CH3:16]O. The catalyst is O. The product is [CH3:16][O:9][C:8]([C:5]1[CH:4]=[C:3]([CH2:2][OH:1])[S:7][CH:6]=1)=[O:10]. The yield is 0.560. (3) The reactants are C(OC(=O)[NH:7][CH2:8][CH:9]1[CH2:14][CH2:13][N:12]([C:15]2[C:16]3[O:34][CH:33]=[CH:32][C:17]=3[N:18]=[C:19]([NH:21][C:22]3[CH:27]=[CH:26][C:25]([S:28](=[O:31])(=[O:30])[NH2:29])=[CH:24][CH:23]=3)[N:20]=2)[CH2:11][CH2:10]1)(C)(C)C.ClC1N=C(Cl)C2OC=CC=2N=1.C(OC(NCC1CCNCC1)=O)(C)(C)C.NC1C=CC(S(N)(=O)=O)=CC=1.C(O)(C(F)(F)F)=O.C(Cl)Cl. No catalyst specified. The product is [NH2:7][CH2:8][CH:9]1[CH2:14][CH2:13][N:12]([C:15]2[C:16]3[O:34][CH:33]=[CH:32][C:17]=3[N:18]=[C:19]([NH:21][C:22]3[CH:23]=[CH:24][C:25]([S:28]([NH2:29])(=[O:31])=[O:30])=[CH:26][CH:27]=3)[N:20]=2)[CH2:11][CH2:10]1. The yield is 0.630. (4) The reactants are [Cl:1][C:2]1[CH:7]=[CH:6][N:5]=[C:4]([N:8]2[CH2:21][CH2:20][N:11]3[C:12]4[CH2:13][CH2:14][CH2:15][CH2:16][C:17]=4[C:18]([F:19])=[C:10]3[C:9]2=[O:22])[C:3]=1[CH2:23][OH:24].ClCCl.[C:28](Cl)(=[O:30])[CH3:29]. The catalyst is C(N(CC)CC)C. The product is [C:28]([O:24][CH2:23][C:3]1[C:4]([N:8]2[CH2:21][CH2:20][N:11]3[C:12]4[CH2:13][CH2:14][CH2:15][CH2:16][C:17]=4[C:18]([F:19])=[C:10]3[C:9]2=[O:22])=[N:5][CH:6]=[CH:7][C:2]=1[Cl:1])(=[O:30])[CH3:29]. The yield is 0.900.